Dataset: Forward reaction prediction with 1.9M reactions from USPTO patents (1976-2016). Task: Predict the product of the given reaction. Given the reactants COC1C=CC(C[N:8]2[CH2:17][C:16]([CH3:19])([CH3:18])[C:15]3[C:10](=[CH:11][C:12]([N+:20]([O-:22])=[O:21])=[CH:13][CH:14]=3)[C:9]2=[O:23])=CC=1.[N+]([O-])([O-])=O.[NH4+].[Ce], predict the reaction product. The product is: [CH3:18][C:16]1([CH3:19])[C:15]2[C:10](=[CH:11][C:12]([N+:20]([O-:22])=[O:21])=[CH:13][CH:14]=2)[C:9](=[O:23])[NH:8][CH2:17]1.